Dataset: Reaction yield outcomes from USPTO patents with 853,638 reactions. Task: Predict the reaction yield, written as a fraction of the theoretical maximum amount of product (1.0 means a 100% yield; for example, 0.34 means a 34% yield). (1) The reactants are [CH3:1][CH:2]([CH2:7][N:8]1[CH2:13][CH2:12][CH2:11][CH2:10][CH2:9]1)[CH2:3][C:4]([OH:6])=[O:5].C1N=CN(C(N2C=NC=C2)=O)C=1.Cl.[F:27][C:28]1[C:32]([C:33]2[CH:34]=[N:35][C:36]([O:39][CH3:40])=[CH:37][CH:38]=2)=[N:31][NH:30][C:29]=1[NH2:41].CCN(CC)CC. The catalyst is ClCCCl. The product is [CH:4]([OH:6])=[O:5].[F:27][C:28]1[C:32]([C:33]2[CH:34]=[N:35][C:36]([O:39][CH3:40])=[CH:37][CH:38]=2)=[N:31][NH:30][C:29]=1[NH:41][C:4](=[O:6])[CH2:3][CH:2]([CH3:1])[CH2:7][N:8]1[CH2:13][CH2:12][CH2:11][CH2:10][CH2:9]1. The yield is 0.530. (2) The reactants are [C:1]([NH:4][C:5]1[CH:10]=[CH:9][C:8]([CH2:11][C:12]([OH:14])=O)=[CH:7][CH:6]=1)(=[O:3])[CH3:2].Cl.CN(C)CCCN=C=NCC.[NH2:27][C:28]1[C:29](=[O:40])[NH:30][C:31](=[O:39])[N:32]([CH2:35][CH2:36][CH2:37][CH3:38])[C:33]=1[NH2:34]. The catalyst is CN(C)C=O.CN(C)C1C=CN=CC=1. The product is [C:1]([NH:4][C:5]1[CH:6]=[CH:7][C:8]([CH2:11][C:12]([NH:27][C:28]2[C:29](=[O:40])[NH:30][C:31](=[O:39])[N:32]([CH2:35][CH2:36][CH2:37][CH3:38])[C:33]=2[NH2:34])=[O:14])=[CH:9][CH:10]=1)(=[O:3])[CH3:2]. The yield is 0.590. (3) The reactants are [NH2:1][C:2]1[N:10]=[C:9]([F:11])[N:8]=[C:7]2[C:3]=1[N:4]=[C:5]([CH2:17][C:18]1[C:26]([I:27])=[CH:25][C:21]3[O:22][CH2:23][O:24][C:20]=3[CH:19]=1)[N:6]2[CH2:12][CH2:13][C:14](=[O:16])[CH3:15].[BH4-].[Na+]. The catalyst is CO. The product is [NH2:1][C:2]1[N:10]=[C:9]([F:11])[N:8]=[C:7]2[C:3]=1[N:4]=[C:5]([CH2:17][C:18]1[C:26]([I:27])=[CH:25][C:21]3[O:22][CH2:23][O:24][C:20]=3[CH:19]=1)[N:6]2[CH2:12][CH2:13][CH:14]([OH:16])[CH3:15]. The yield is 0.660. (4) The reactants are [CH3:1][O:2][N:3]([CH3:15])[C:4]([C:6]1[C:14]2[C:9](=[N:10][CH:11]=[CH:12][CH:13]=2)[NH:8][CH:7]=1)=[O:5].[H-].[Na+].[CH:18]([Si:21](Cl)([CH:25]([CH3:27])[CH3:26])[CH:22]([CH3:24])[CH3:23])([CH3:20])[CH3:19]. The catalyst is CN(C=O)C. The product is [CH3:1][O:2][N:3]([CH3:15])[C:4]([C:6]1[C:14]2[C:9](=[N:10][CH:11]=[CH:12][CH:13]=2)[N:8]([Si:21]([CH:25]([CH3:27])[CH3:26])([CH:22]([CH3:24])[CH3:23])[CH:18]([CH3:20])[CH3:19])[CH:7]=1)=[O:5]. The yield is 0.920. (5) The reactants are [CH3:1][N:2]([CH3:25])[CH2:3][CH2:4][NH:5][C:6]1[CH:11]=[CH:10][C:9]([NH:12][C:13]2[O:14][CH2:15][C:16](=[O:23])[C:17]=2[C:18]([O:20][CH2:21][CH3:22])=[O:19])=[C:8]([CH3:24])[CH:7]=1.[NH:26]1[C:34]2[C:29](=[CH:30][CH:31]=[CH:32][N:33]=2)[C:28]([CH:35]=O)=[CH:27]1.N1CCCCC1. The catalyst is C(O)C. The product is [CH:18]([OH:20])=[O:19].[NH:26]1[C:34]2=[N:33][CH:32]=[CH:31][CH:30]=[C:29]2[C:28]([CH:35]=[C:15]2[O:14][C:13]([NH:12][C:9]3[CH:10]=[CH:11][C:6]([NH:5][CH2:4][CH2:3][N:2]([CH3:1])[CH3:25])=[CH:7][C:8]=3[CH3:24])=[C:17]([C:18]([O:20][CH2:21][CH3:22])=[O:19])[C:16]2=[O:23])=[CH:27]1. The yield is 0.0800. (6) The yield is 0.680. The product is [OH:19][C:11]1[N:12]=[N+:13]([O-:14])[C:8]2[CH:7]=[C:6]([O:5][CH2:4][CH2:3][O:2][CH3:1])[CH:17]=[CH:16][C:9]=2[N:10]=1. The reactants are [CH3:1][O:2][CH2:3][CH2:4][O:5][C:6]1[CH:17]=[CH:16][C:9]2[N:10]=[C:11](N)[N:12]=[N+:13]([O-:14])[C:8]=2[CH:7]=1.N([O-])=[O:19].[Na+]. The catalyst is Cl.O. (7) The reactants are [CH3:1][S:2]([O:5][C:6]1[CH:7]=[C:8]2[C:13](=[CH:14][CH:15]=1)[C:12]([C:16](=[O:32])[C:17]1[CH:22]=[CH:21][C:20]([O:23][CH2:24][CH2:25][N:26]3[CH2:31][CH2:30][CH2:29][CH2:28][CH2:27]3)=[CH:19][CH:18]=1)=[C:11](OS(C(F)(F)F)(=O)=O)[CH:10]=[CH:9]2)(=[O:4])=[O:3].[CH3:41][S:42][C:43]1[CH:48]=[C:47]([F:49])[CH:46]=[CH:45][C:44]=1B(O)O.C1(P(C2CCCCC2)C2CCCCC2)CCCCC1.[F-].[Cs+]. The catalyst is C([O-])(=O)C.[Pd+2].C([O-])(=O)C. The product is [F:49][C:47]1[CH:46]=[CH:45][C:44]([C:11]2[C:12]([C:16](=[O:32])[C:17]3[CH:18]=[CH:19][C:20]([O:23][CH2:24][CH2:25][N:26]4[CH2:31][CH2:30][CH2:29][CH2:28][CH2:27]4)=[CH:21][CH:22]=3)=[C:13]3[C:8](=[CH:9][CH:10]=2)[CH:7]=[C:6]([O:5][S:2]([CH3:1])(=[O:3])=[O:4])[CH:15]=[CH:14]3)=[C:43]([S:42][CH3:41])[CH:48]=1. The yield is 0.920. (8) The reactants are [C:1]([O:6][CH2:7][CH3:8])(=[O:5])[CH:2]([CH3:4])[CH3:3].CN1[C:15](=[O:16])N(C)CCC1.[Li+].CC([N-][CH:23]([CH3:25])[CH3:24])C.Br[CH2:27][C:28]1[CH:33]=[CH:32][C:31]([C:34]([C:36]2[CH:41]=[CH:40][C:39]([CH2:42]Br)=[CH:38][CH:37]=2)=[O:35])=[CH:30][CH:29]=1.C1C[O:47][CH2:46][CH2:45]1. No catalyst specified. The product is [CH2:46]([O:47][C:15](=[O:16])[C:23]([CH3:24])([CH3:25])[CH2:27][C:28]1[CH:33]=[CH:32][C:31]([C:34](=[O:35])[C:36]2[CH:41]=[CH:40][C:39]([CH2:42][C:2]([C:1]([O:6][CH2:7][CH3:8])=[O:5])([CH3:4])[CH3:3])=[CH:38][CH:37]=2)=[CH:30][CH:29]=1)[CH3:45]. The yield is 0.340.